Dataset: Full USPTO retrosynthesis dataset with 1.9M reactions from patents (1976-2016). Task: Predict the reactants needed to synthesize the given product. Given the product [ClH:33].[NH2:24][C@@H:17]([CH2:18][C:19]1[S:20][CH:21]=[CH:22][CH:23]=1)[C:16]([N:13]1[CH2:14][CH2:15][N:10]([C:2]2[O:1][C:5]3[CH:6]=[CH:7][CH:8]=[CH:9][C:4]=3[N:3]=2)[CH2:11][CH2:12]1)=[O:32], predict the reactants needed to synthesize it. The reactants are: [O:1]1[C:5]2[CH:6]=[CH:7][CH:8]=[CH:9][C:4]=2[N:3]=[C:2]1[N:10]1[CH2:15][CH2:14][N:13]([C:16](=[O:32])[C@@H:17]([NH:24]C(=O)OC(C)(C)C)[CH2:18][C:19]2[S:20][CH:21]=[CH:22][CH:23]=2)[CH2:12][CH2:11]1.[ClH:33].